This data is from Forward reaction prediction with 1.9M reactions from USPTO patents (1976-2016). The task is: Predict the product of the given reaction. (1) Given the reactants [NH2:1][C:2]1[CH:21]=[CH:20][CH:19]=[CH:18][C:3]=1[C:4]([NH:6][C:7]1[CH:12]=[CH:11][C:10]([F:13])=[C:9]([C:14]([F:17])([F:16])[F:15])[CH:8]=1)=[O:5].[CH3:22][O:23][C:24]1[N:29]=[CH:28][C:27]([CH:30]=O)=[CH:26][CH:25]=1.C12(CS(O)(=O)=O)C(C)(C)C(CC1)CC2=O, predict the reaction product. The product is: [F:13][C:10]1[CH:11]=[CH:12][C:7]([N:6]2[C:4](=[O:5])[C:3]3[C:2](=[CH:21][CH:20]=[CH:19][CH:18]=3)[NH:1][CH:30]2[C:27]2[CH:28]=[N:29][C:24]([O:23][CH3:22])=[CH:25][CH:26]=2)=[CH:8][C:9]=1[C:14]([F:17])([F:15])[F:16]. (2) Given the reactants [CH2:1]=[C:2]1[CH2:21][CH:5]2[C:6](=[O:20])[N:7]([C:9]3[CH:14]=[CH:13][C:12]([O:15][C:16]([F:19])([F:18])[F:17])=[CH:11][CH:10]=3)[CH2:8][CH:4]2[CH2:3]1.C1C=C(Cl)C=C(C(OO)=[O:30])C=1.C([O-])(O)=O.[Na+], predict the reaction product. The product is: [F:18][C:16]([F:17])([F:19])[O:15][C:12]1[CH:11]=[CH:10][C:9]([N:7]2[CH2:8][CH:4]3[CH2:3][C:2]4([CH2:21][CH:5]3[C:6]2=[O:20])[CH2:1][O:30]4)=[CH:14][CH:13]=1. (3) Given the reactants [CH3:1][O:2][C:3]1[CH:4]=[C:5]2[C:10](=[CH:11][C:12]=1[O:13][CH3:14])[N:9]=[CH:8][CH:7]=[C:6]2[O:15][C:16]1[CH:21]=[CH:20][C:19]([NH:22][C:23](=O)[CH2:24][CH2:25][O:26][C:27]2[CH:32]=[CH:31][CH:30]=[CH:29][C:28]=2[CH3:33])=[CH:18][CH:17]=1.Cl.[Na], predict the reaction product. The product is: [CH3:1][O:2][C:3]1[CH:4]=[C:5]2[C:10](=[CH:11][C:12]=1[O:13][CH3:14])[N:9]=[CH:8][CH:7]=[C:6]2[O:15][C:16]1[CH:17]=[CH:18][C:19]([NH:22][CH2:23][CH2:24][CH2:25][O:26][C:27]2[CH:32]=[CH:31][CH:30]=[CH:29][C:28]=2[CH3:33])=[CH:20][CH:21]=1. (4) Given the reactants [CH2:1]([O:4][C:5](=[O:27])[CH2:6][O:7][C:8]1[CH:13]=[CH:12][C:11]([NH2:14])=[CH:10][C:9]=1[C:15](=[O:26])[NH:16][CH2:17][C:18]1[CH:23]=[CH:22][C:21]([Br:24])=[CH:20][C:19]=1[F:25])[CH:2]=[CH2:3].N1C=CC=CC=1.[C:34](OC(=O)C)(=[O:36])[CH3:35].C(OCC)(=O)C, predict the reaction product. The product is: [CH2:1]([O:4][C:5](=[O:27])[CH2:6][O:7][C:8]1[CH:13]=[CH:12][C:11]([NH:14][C:34](=[O:36])[CH3:35])=[CH:10][C:9]=1[C:15](=[O:26])[NH:16][CH2:17][C:18]1[CH:23]=[CH:22][C:21]([Br:24])=[CH:20][C:19]=1[F:25])[CH:2]=[CH2:3]. (5) Given the reactants [C:1]1([C:7]2[C:8]([CH:13]=O)=[N:9][CH:10]=[CH:11][CH:12]=2)[CH:6]=[CH:5][CH:4]=[CH:3][CH:2]=1.[C:15]([O:19][C:20](=[O:29])[NH:21][CH:22]1[CH2:27][CH2:26][CH:25]([NH2:28])[CH2:24][CH2:23]1)([CH3:18])([CH3:17])[CH3:16].[BH4-].[Na+], predict the reaction product. The product is: [C:15]([O:19][C:20](=[O:29])[NH:21][CH:22]1[CH2:23][CH2:24][CH:25]([NH:28][CH2:13][C:8]2[C:7]([C:1]3[CH:2]=[CH:3][CH:4]=[CH:5][CH:6]=3)=[CH:12][CH:11]=[CH:10][N:9]=2)[CH2:26][CH2:27]1)([CH3:18])([CH3:16])[CH3:17]. (6) Given the reactants [NH2:1][C:2]1[N:7]=[CH:6][N:5]=[C:4]2[N:8]([CH:12]([C:14]3[O:15][C:16]4[C:21]([C:22](=[O:31])[C:23]=3[C:24]3[CH:29]=[CH:28][CH:27]=[C:26]([F:30])[CH:25]=3)=[CH:20][CH:19]=[CH:18][CH:17]=4)[CH3:13])[N:9]=[C:10](I)[C:3]=12.[CH3:32][O:33][C:34]1[N:39]=[CH:38][C:37](B(O)O)=[CH:36][N:35]=1.C(=O)([O-])[O-].[Na+].[Na+].ClCCl, predict the reaction product. The product is: [NH2:1][C:2]1[N:7]=[CH:6][N:5]=[C:4]2[N:8]([CH:12]([C:14]3[O:15][C:16]4[C:21]([C:22](=[O:31])[C:23]=3[C:24]3[CH:29]=[CH:28][CH:27]=[C:26]([F:30])[CH:25]=3)=[CH:20][CH:19]=[CH:18][CH:17]=4)[CH3:13])[N:9]=[C:10]([C:37]3[CH:36]=[N:35][C:34]([O:33][CH3:32])=[N:39][CH:38]=3)[C:3]=12.